Dataset: Forward reaction prediction with 1.9M reactions from USPTO patents (1976-2016). Task: Predict the product of the given reaction. (1) Given the reactants Cl.[NH:2]1[CH2:7][CH2:6][CH:5]([C:8]2[NH:9][C:10]3[CH:16]=[C:15]([C:17]#[N:18])[CH:14]=[CH:13][C:11]=3[N:12]=2)[CH2:4][CH2:3]1.C(N(CC)CC)C.[C:26]1([C:32]2[C:33]([C:41]3[CH:48]=[CH:47][C:44]([CH:45]=O)=[CH:43][CH:42]=3)=[N:34][C:35]3[N:36]([N:38]=[CH:39][CH:40]=3)[CH:37]=2)[CH:31]=[CH:30][CH:29]=[CH:28][CH:27]=1.C(O)(=O)C.[BH-](OC(C)=O)(OC(C)=O)OC(C)=O.[Na+], predict the reaction product. The product is: [C:26]1([C:32]2[C:33]([C:41]3[CH:42]=[CH:43][C:44]([CH2:45][N:2]4[CH2:3][CH2:4][CH:5]([C:8]5[NH:9][C:10]6[CH:16]=[C:15]([C:17]#[N:18])[CH:14]=[CH:13][C:11]=6[N:12]=5)[CH2:6][CH2:7]4)=[CH:47][CH:48]=3)=[N:34][C:35]3[N:36]([N:38]=[CH:39][CH:40]=3)[CH:37]=2)[CH:31]=[CH:30][CH:29]=[CH:28][CH:27]=1. (2) Given the reactants [OH:1][C:2]1[CH:7]=[CH:6][C:5]([C:8]([C:10]2[CH:15]=[CH:14][C:13]([OH:16])=[CH:12][CH:11]=2)=O)=[CH:4][CH:3]=1.[OH:17][CH2:18][CH2:19][O:20][CH2:21][CH2:22][O:23][C:24]1[CH:25]=[C:26]([C:32](=O)[CH2:33][CH3:34])[CH:27]=[CH:28][C:29]=1[O:30][CH3:31], predict the reaction product. The product is: [OH:17][CH2:18][CH2:19][O:20][CH2:21][CH2:22][O:23][C:24]1[CH:25]=[C:26]([C:32]([CH2:33][CH3:34])=[C:8]([C:10]2[CH:15]=[CH:14][C:13]([OH:16])=[CH:12][CH:11]=2)[C:5]2[CH:6]=[CH:7][C:2]([OH:1])=[CH:3][CH:4]=2)[CH:27]=[CH:28][C:29]=1[O:30][CH3:31]. (3) Given the reactants C(OC([N:8]1[CH:13]=[C:12]([I:14])[C:11](=[O:15])[NH:10][C:9]1=[O:16])=O)(C)(C)C.[H-].[Na+].[F:19][C:20]1[CH:21]=[C:22]([CH:25]=[C:26]([F:28])[CH:27]=1)[CH2:23]Br.C(=O)([O-])[O-].[K+].[K+], predict the reaction product. The product is: [F:19][C:20]1[CH:21]=[C:22]([CH:25]=[C:26]([F:28])[CH:27]=1)[CH2:23][N:10]1[C:11](=[O:15])[C:12]([I:14])=[CH:13][NH:8][C:9]1=[O:16]. (4) Given the reactants [Cl:1][C:2]1[CH:3]=[C:4]([CH:10]=[CH:11][C:12]=1[N:13]1[CH:18]([CH3:19])[CH2:17][O:16][CH2:15][C:14]1=[O:20])[C:5]([O:7]CC)=[O:6].[OH-].[Li+], predict the reaction product. The product is: [Cl:1][C:2]1[CH:3]=[C:4]([CH:10]=[CH:11][C:12]=1[N:13]1[CH:18]([CH3:19])[CH2:17][O:16][CH2:15][C:14]1=[O:20])[C:5]([OH:7])=[O:6]. (5) Given the reactants [Br:1][C:2]1[N:3]([C:8]2[C:17]3[C:12](=[CH:13][CH:14]=[CH:15][CH:16]=3)[C:11]([CH:18]3[CH2:20][CH2:19]3)=[CH:10][CH:9]=2)[C:4]([SH:7])=[N:5][N:6]=1.Br[C:22]([CH3:31])([CH3:30])[C:23]([O:25][C:26]([CH3:29])([CH3:28])[CH3:27])=[O:24].C(N(C(C)C)CC)(C)C, predict the reaction product. The product is: [Br:1][C:2]1[N:3]([C:8]2[C:17]3[C:12](=[CH:13][CH:14]=[CH:15][CH:16]=3)[C:11]([CH:18]3[CH2:20][CH2:19]3)=[CH:10][CH:9]=2)[C:4]([S:7][C:22]([CH3:31])([CH3:30])[C:23]([O:25][C:26]([CH3:29])([CH3:28])[CH3:27])=[O:24])=[N:5][N:6]=1.